This data is from Forward reaction prediction with 1.9M reactions from USPTO patents (1976-2016). The task is: Predict the product of the given reaction. (1) Given the reactants Br[C:2]1[CH:3]=[C:4]([C:15]2[CH:16]([C:33]3[CH:49]=[CH:48][C:36]([O:37][CH2:38][C@@H:39]([N:41]4[CH2:45][CH2:44][C@@H:43]([CH2:46][F:47])[CH2:42]4)[CH3:40])=[CH:35][CH:34]=3)[O:17][C:18]3[C:23]([C:24]=2[CH3:25])=[CH:22][C:21]([O:26][CH:27]2[CH2:32][CH2:31][CH2:30][CH2:29][O:28]2)=[CH:20][CH:19]=3)[CH:5]=[C:6]([O:8][CH:9]2[CH2:14][CH2:13][CH2:12][CH2:11][O:10]2)[CH:7]=1.[C:50]([Si:52]([CH3:55])([CH3:54])[CH3:53])#[CH:51], predict the reaction product. The product is: [F:47][CH2:46][C@@H:43]1[CH2:44][CH2:45][N:41]([C@@H:39]([CH3:40])[CH2:38][O:37][C:36]2[CH:35]=[CH:34][C:33]([CH:16]3[C:15]([C:4]4[CH:3]=[C:2]([C:51]#[C:50][Si:52]([CH3:55])([CH3:54])[CH3:53])[CH:7]=[C:6]([O:8][CH:9]5[CH2:14][CH2:13][CH2:12][CH2:11][O:10]5)[CH:5]=4)=[C:24]([CH3:25])[C:23]4[C:18](=[CH:19][CH:20]=[C:21]([O:26][CH:27]5[CH2:32][CH2:31][CH2:30][CH2:29][O:28]5)[CH:22]=4)[O:17]3)=[CH:49][CH:48]=2)[CH2:42]1. (2) Given the reactants [C:1]([C:5]1[N:10]=[C:9]([N:11]2[CH2:16][CH2:15][N:14]([CH2:17][CH2:18][CH2:19][CH2:20][NH2:21])[CH2:13][CH2:12]2)[CH:8]=[C:7]([CH3:22])[N:6]=1)([CH3:4])([CH3:3])[CH3:2].C1N=CN([C:28](N2C=NC=C2)=[O:29])C=1.[NH:35]1[CH2:40][CH2:39][CH:38]([N:41]2[C:45]3[CH:46]=[CH:47][CH:48]=[CH:49][C:44]=3[NH:43][C:42]2=[O:50])[CH2:37][CH2:36]1, predict the reaction product. The product is: [C:1]([C:5]1[N:10]=[C:9]([N:11]2[CH2:12][CH2:13][N:14]([CH2:17][CH2:18][CH2:19][CH2:20][NH:21][C:28]([N:35]3[CH2:36][CH2:37][CH:38]([N:41]4[C:45]5[CH:46]=[CH:47][CH:48]=[CH:49][C:44]=5[NH:43][C:42]4=[O:50])[CH2:39][CH2:40]3)=[O:29])[CH2:15][CH2:16]2)[CH:8]=[C:7]([CH3:22])[N:6]=1)([CH3:4])([CH3:3])[CH3:2].